Dataset: Catalyst prediction with 721,799 reactions and 888 catalyst types from USPTO. Task: Predict which catalyst facilitates the given reaction. (1) Reactant: [CH3:1][C:2]([CH3:22])([CH3:21])[CH2:3][CH2:4][C@H:5]1[CH2:10][C@H:9]([C:11]2[O:15][NH:14][C:13](=[O:16])[CH:12]=2)[CH2:8][CH2:7][N:6]1[C:17]([O:19][CH3:20])=[O:18].CCCCCCC.CC(O)C. Product: [CH3:1][C:2]([CH3:22])([CH3:21])[CH2:3][CH2:4][C@@H:5]1[CH2:10][C@@H:9]([C:11]2[O:15][NH:14][C:13](=[O:16])[CH:12]=2)[CH2:8][CH2:7][N:6]1[C:17]([O:19][CH3:20])=[O:18]. The catalyst class is: 10. (2) The catalyst class is: 7. Product: [C:9]1([CH3:19])[CH:14]=[CH:13][C:12]([S:15]([O:6][C:3]([CH2:7][F:8])([C:4]#[CH:5])[CH2:2][F:1])(=[O:17])=[O:16])=[CH:11][CH:10]=1. Reactant: [F:1][CH2:2][C:3]([CH2:7][F:8])([OH:6])[C:4]#[CH:5].[C:9]1([CH3:19])[CH:14]=[CH:13][C:12]([S:15](Cl)(=[O:17])=[O:16])=[CH:11][CH:10]=1.[H-].[Na+].O. (3) Reactant: [N:1]1([CH2:7][C:8]2[N:13]=[C:12]([NH:14]C(=O)OC(C)(C)C)[CH:11]=[CH:10][CH:9]=2)[CH2:6][CH2:5][O:4][CH2:3][CH2:2]1.FC(F)(F)C(O)=O. Product: [N:1]1([CH2:7][C:8]2[N:13]=[C:12]([NH2:14])[CH:11]=[CH:10][CH:9]=2)[CH2:6][CH2:5][O:4][CH2:3][CH2:2]1. The catalyst class is: 4.